This data is from Reaction yield outcomes from USPTO patents with 853,638 reactions. The task is: Predict the reaction yield, written as a fraction of the theoretical maximum amount of product (1.0 means a 100% yield; for example, 0.34 means a 34% yield). (1) The reactants are [N:1]([CH2:4][CH2:5][CH2:6][C:7]1([C:26]2[CH:31]=[CH:30][CH:29]=[CH:28][CH:27]=2)[N:11]([C:12]2[S:13][C:14]([Br:17])=[N:15][N:16]=2)[N:10]=[C:9]([C:18]2[CH:23]=[C:22]([F:24])[CH:21]=[CH:20][C:19]=2[F:25])[S:8]1)=[N+]=[N-].O.C1(P(C2C=CC=CC=2)C2C=CC=CC=2)C=CC=CC=1. The catalyst is C1COCC1. The product is [Br:17][C:14]1[S:13][C:12]([N:11]2[N:10]=[C:9]([C:18]3[CH:23]=[C:22]([F:24])[CH:21]=[CH:20][C:19]=3[F:25])[S:8][C:7]2([CH2:6][CH2:5][CH2:4][NH2:1])[C:26]2[CH:31]=[CH:30][CH:29]=[CH:28][CH:27]=2)=[N:16][N:15]=1. The yield is 0.530. (2) The reactants are [CH2:1]([CH:4]1[CH2:8][CH2:7][CH2:6][C:5]1=O)[CH:2]=[CH2:3].[C:10]([O-:13])(=O)[CH3:11].[NH4+:14].[C:15]([N+:19]#[C-])([CH3:18])([CH3:17])[CH3:16].FC(F)(F)[CH2:23][OH:24]. The catalyst is ClCCl. The product is [C:10]([NH:14][C@@:5]1([C:23]([NH:19][C:15]([CH3:18])([CH3:17])[CH3:16])=[O:24])[CH2:6][CH2:7][CH2:8][C@H:4]1[CH2:1][CH:2]=[CH2:3])(=[O:13])[CH3:11]. The yield is 0.360.